The task is: Predict the reactants needed to synthesize the given product.. This data is from Full USPTO retrosynthesis dataset with 1.9M reactions from patents (1976-2016). (1) Given the product [C:1]([C:3]1[C:4]([CH3:10])=[N:5][CH:6]=[CH:7][CH:8]=1)#[N:2], predict the reactants needed to synthesize it. The reactants are: [C:1]([C:3]1[C:4](Cl)=[N:5][CH:6]=[CH:7][CH:8]=1)#[N:2].[CH3:10]B(O)O.C([O-])([O-])=O.[K+].[K+]. (2) Given the product [CH2:11]([C:9]1[N:10]=[C:3]2[C:2]([C:20]3[C:19]([CH3:18])=[CH:24][C:23]([CH3:25])=[CH:22][C:21]=3[O:29][CH3:30])=[N:7][CH:6]=[CH:5][N:4]2[C:8]=1[C:13](=[O:17])[CH2:14][CH2:15][CH3:16])[CH3:12], predict the reactants needed to synthesize it. The reactants are: Cl[C:2]1[C:3]2[N:4]([C:8]([C:13](=[O:17])[CH2:14][CH2:15][CH3:16])=[C:9]([CH2:11][CH3:12])[N:10]=2)[CH:5]=[CH:6][N:7]=1.[CH3:18][C:19]1[CH:24]=[C:23]([CH3:25])[C:22](B(O)O)=[C:21]([O:29][CH3:30])[CH:20]=1.O.O.O.O.O.O.O.O.[OH-].[Ba+2].[OH-].